Dataset: Retrosynthesis with 50K atom-mapped reactions and 10 reaction types from USPTO. Task: Predict the reactants needed to synthesize the given product. (1) Given the product COCCOc1nc(N)c2nc(O)n(Cc3ccc(F)cc3)c2n1, predict the reactants needed to synthesize it. The reactants are: COCCOc1nc(N)c2nc(OC)n(Cc3ccc(F)cc3)c2n1. (2) Given the product CCOC(=O)c1cc(Cl)c(CN2CCN(C(=O)OC(C)(C)C)CC2)cc1N, predict the reactants needed to synthesize it. The reactants are: CC(C)(C)OC(=O)OC(=O)OC(C)(C)C.CCOC(=O)c1cc(Cl)c(CN2CCNCC2)cc1N. (3) Given the product C#CCN1c2ccccc2NC(=O)c2csc(C)c21, predict the reactants needed to synthesize it. The reactants are: C#CCBr.Cc1scc2c1Nc1ccccc1NC2=O. (4) Given the product CNC(=O)c1ncc2c(c1O)CCN(Cc1ccc(OC)cc1OC)C2=O, predict the reactants needed to synthesize it. The reactants are: CN.COC(=O)c1ncc2c(c1O)CCN(Cc1ccc(OC)cc1OC)C2=O. (5) Given the product OCCc1cc(F)ccc1Br, predict the reactants needed to synthesize it. The reactants are: O=C(O)Cc1cc(F)ccc1Br. (6) Given the product CC1c2cc(F)cc(C#N)c2C(=O)N1C1CCN(C(=O)OC(C)(C)C)CC1, predict the reactants needed to synthesize it. The reactants are: CC1c2cc(F)cc(I)c2C(=O)N1C1CCN(C(=O)OC(C)(C)C)CC1.N#C[Cu]. (7) Given the product CC(C)(C)OC(=O)N1CCC(n2ncc3c(Oc4ccc(F)cc4)ncnc32)CC1, predict the reactants needed to synthesize it. The reactants are: CC(C)(C)OC(=O)N1CCC(n2ncc3c(Cl)ncnc32)CC1.Oc1ccc(F)cc1. (8) Given the product COc1ccccc1-c1n[nH]c2ncc(-c3cc(C)c(N)c(C(=O)N4CCN(CCN(C)C)CC4)c3)cc12, predict the reactants needed to synthesize it. The reactants are: CN(C)CCN1CCNCC1.COc1ccccc1-c1n[nH]c2ncc(-c3cc(C)c(N)c(C(=O)O)c3)cc12. (9) Given the product CNCCN1CCSc2ccc(NC(=N)c3cccs3)cc21, predict the reactants needed to synthesize it. The reactants are: CN(CCN1CCSc2ccc(NC(=N)c3cccs3)cc21)C(=O)OC(C)(C)C.